Dataset: Catalyst prediction with 721,799 reactions and 888 catalyst types from USPTO. Task: Predict which catalyst facilitates the given reaction. (1) Reactant: [Cl:1][C:2]1[CH:7]=[CH:6][CH:5]=[C:4]([N:8]=[C:9]=[S:10])[CH:3]=1.[NH3:11]. Product: [Cl:1][C:2]1[CH:3]=[C:4]([NH:8][C:9]([NH2:11])=[S:10])[CH:5]=[CH:6][CH:7]=1. The catalyst class is: 12. (2) Reactant: C(=O)([O-])[O-].[K+].[K+].[Si:7]([O:14][C@@H:15]1[N:21]([C:22]([O:24][CH2:25][CH:26]=[CH2:27])=[O:23])[C:20]2[CH:28]=[C:29]([O:34][CH2:35][CH2:36][CH2:37][CH2:38][CH2:39]I)[C:30]([O:32][CH3:33])=[CH:31][C:19]=2[C:18](=[O:41])[N:17]2[CH:42]=[C:43]([CH3:45])[CH2:44][C@@H:16]12)([C:10]([CH3:13])([CH3:12])[CH3:11])([CH3:9])[CH3:8].[Si:46]([O:53][C@@H:54]1[N:60]([C:61]([O:63][CH2:64][C:65]2[CH:70]=[CH:69][C:68]([NH:71][NH:72][CH:73]([CH3:89])[C:74]([NH:76][CH:77]([CH:86]([CH3:88])[CH3:87])[C:78](=[O:85])[C:79]([O:81][CH2:82][CH:83]=[CH2:84])=[O:80])=[O:75])=[CH:67][CH:66]=2)=[O:62])[C:59]2[CH:90]=[C:91]([OH:96])[C:92]([O:94][CH3:95])=[CH:93][C:58]=2[C:57](=[O:97])[N:56]2[CH:98]=[C:99]([CH3:101])[CH2:100][C@@H:55]12)([C:49]([CH3:52])([CH3:51])[CH3:50])([CH3:48])[CH3:47]. Product: [CH2:82]([O:81][C:79](=[O:80])[C:78](=[O:85])[CH:77]([NH:76][C:74](=[O:75])[CH:73]([NH:72][NH:71][C:68]1[CH:67]=[CH:66][C:65]([CH2:64][O:63][C:61]([N:60]2[C:59]3[CH:90]=[C:91]([O:96][CH2:39][CH2:38][CH2:37][CH2:36][CH2:35][O:34][C:29]4[C:30]([O:32][CH3:33])=[CH:31][C:19]5[C:18](=[O:41])[N:17]6[CH:42]=[C:43]([CH3:45])[CH2:44][CH:16]6[C@H:15]([O:14][Si:7]([C:10]([CH3:13])([CH3:12])[CH3:11])([CH3:9])[CH3:8])[N:21]([C:22]([O:24][CH2:25][CH:26]=[CH2:27])=[O:23])[C:20]=5[CH:28]=4)[C:92]([O:94][CH3:95])=[CH:93][C:58]=3[C:57](=[O:97])[N:56]3[CH:98]=[C:99]([CH3:101])[CH2:100][CH:55]3[C@@H:54]2[O:53][Si:46]([C:49]([CH3:52])([CH3:51])[CH3:50])([CH3:47])[CH3:48])=[O:62])=[CH:70][CH:69]=1)[CH3:89])[CH:86]([CH3:87])[CH3:88])[CH:83]=[CH2:84]. The catalyst class is: 21. (3) Reactant: [NH2:1]/[C:2](/[CH3:8])=[CH:3]\[C:4]([O:6][CH3:7])=[O:5].[C:9](OC)(=[O:12])[C:10]#[CH:11]. The catalyst class is: 5. Product: [OH:12][C:9]1[CH:10]=[CH:11][C:3]([C:4]([O:6][CH3:7])=[O:5])=[C:2]([CH3:8])[N:1]=1. (4) Reactant: C([O:3][C:4](=[O:20])[CH2:5][CH:6]([CH2:11][P:12]([O:17][CH2:18][CH3:19])([O:14][CH2:15][CH3:16])=[O:13])[CH2:7][CH:8]([CH3:10])[CH3:9])C.[OH-].[Na+]. Product: [CH2:18]([O:17][P:12]([CH2:11][CH:6]([CH2:7][CH:8]([CH3:10])[CH3:9])[CH2:5][C:4]([OH:20])=[O:3])([O:14][CH2:15][CH3:16])=[O:13])[CH3:19]. The catalyst class is: 14.